Dataset: Reaction yield outcomes from USPTO patents with 853,638 reactions. Task: Predict the reaction yield, written as a fraction of the theoretical maximum amount of product (1.0 means a 100% yield; for example, 0.34 means a 34% yield). (1) The yield is 0.980. The catalyst is O.CN(C=O)C. The reactants are [CH3:1][O:2][C:3](=[O:14])[C:4]1[CH:9]=[CH:8][C:7](F)=[C:6]([N+:11]([O-:13])=[O:12])[CH:5]=1.C(=O)([O-])[O-].[K+].[K+].Cl.[CH3:22][C@@H:23]1[CH2:28][CH2:27][CH2:26][CH2:25][C@H:24]1[NH2:29].Cl. The product is [CH3:1][O:2][C:3](=[O:14])[C:4]1[CH:9]=[CH:8][C:7]([NH:29][C@@H:24]2[CH2:25][CH2:26][CH2:27][CH2:28][C@H:23]2[CH3:22])=[C:6]([N+:11]([O-:13])=[O:12])[CH:5]=1. (2) The reactants are [CH:1]1[N:5]2[C:6]3[CH:15]=[CH:14][CH:13]=[CH:12][C:7]=3[CH2:8][CH2:9][C@@H:10]([NH2:11])[C:4]2=[N:3][CH:2]=1.[C:16]([O:20][C:21]([NH:23][C:24]1([C:27](O)=[O:28])[CH2:26][CH2:25]1)=[O:22])([CH3:19])([CH3:18])[CH3:17].ON1C2C=CC=CC=2N=N1.Cl.CN(C)CCCN=C=NCC.C(N(C(C)C)CC)(C)C. The catalyst is O1CCCC1.C(OCC)(=O)C. The product is [CH:1]1[N:5]2[C:6]3[CH:15]=[CH:14][CH:13]=[CH:12][C:7]=3[CH2:8][CH2:9][C@@H:10]([NH:11][C:27]([C:24]3([NH:23][C:21](=[O:22])[O:20][C:16]([CH3:18])([CH3:17])[CH3:19])[CH2:26][CH2:25]3)=[O:28])[C:4]2=[N:3][CH:2]=1. The yield is 0.790. (3) The reactants are C[O:2][C:3]1[CH:11]=[CH:10][C:6]2[N:7]=[CH:8][NH:9][C:5]=2[CH:4]=1. The catalyst is Br. The product is [NH:7]1[C:6]2[CH:10]=[CH:11][C:3]([OH:2])=[CH:4][C:5]=2[N:9]=[CH:8]1. The yield is 0.960. (4) The reactants are Br[C:2]1[CH:11]=[CH:10][C:5]([C:6]([O:8][CH3:9])=[O:7])=[C:4]([F:12])[CH:3]=1.[CH2:13]([Sn](CCCC)(CCCC)CCCC)[CH:14]=[CH2:15].[F-].[Cs+]. The catalyst is O1CCOCC1.C1C=CC([P]([Pd]([P](C2C=CC=CC=2)(C2C=CC=CC=2)C2C=CC=CC=2)([P](C2C=CC=CC=2)(C2C=CC=CC=2)C2C=CC=CC=2)[P](C2C=CC=CC=2)(C2C=CC=CC=2)C2C=CC=CC=2)(C2C=CC=CC=2)C2C=CC=CC=2)=CC=1. The product is [CH2:15]([C:2]1[CH:11]=[CH:10][C:5]([C:6]([O:8][CH3:9])=[O:7])=[C:4]([F:12])[CH:3]=1)[CH:14]=[CH2:13]. The yield is 0.940. (5) The reactants are [CH2:1]([NH:3][C:4]([NH:6][C:7]1[N:12]=[CH:11][C:10]([C:13]2[CH:18]=[CH:17][N:16]=[C:15]([C:19]([NH:21][NH2:22])=[O:20])[CH:14]=2)=[C:9]([C:23]2[S:24][CH:25]=[C:26]([C:28]3[CH:33]=[CH:32][CH:31]=[C:30]([O:34][CH3:35])[N:29]=3)[N:27]=2)[CH:8]=1)=[O:5])[CH3:2].CO[C:38](OC)(OC)[CH3:39].Cl.C1CCN2C(=NCCC2)CC1. No catalyst specified. The product is [CH2:1]([NH:3][C:4]([NH:6][C:7]1[N:12]=[CH:11][C:10]([C:13]2[CH:18]=[CH:17][N:16]=[C:15]([C:19]3[O:20][C:38]([CH3:39])=[N:22][N:21]=3)[CH:14]=2)=[C:9]([C:23]2[S:24][CH:25]=[C:26]([C:28]3[CH:33]=[CH:32][CH:31]=[C:30]([O:34][CH3:35])[N:29]=3)[N:27]=2)[CH:8]=1)=[O:5])[CH3:2]. The yield is 0.107. (6) The reactants are [CH2:1]([S:3][C:4]1[N:12]=[C:11]2[C:7]([N:8]=[CH:9][N:10]2[C@@H:13]2[O:25][C@H:24]([CH2:26][O:27]C(=O)C)[C@@H:19]([O:20]C(=O)C)[C@H:14]2[O:15]C(=O)C)=[C:6](Cl)[N:5]=1)[CH3:2].[O:32]1[CH2:36][CH2:35][CH2:34][CH:33]1[CH2:37][NH2:38]. No catalyst specified. The product is [CH2:1]([S:3][C:4]1[N:12]=[C:11]2[C:7]([N:8]=[CH:9][N:10]2[C@@H:13]2[O:25][C@H:24]([CH2:26][OH:27])[C@@H:19]([OH:20])[C@H:14]2[OH:15])=[C:6]([NH:38][CH2:37][CH:33]2[CH2:34][CH2:35][CH2:36][O:32]2)[N:5]=1)[CH3:2]. The yield is 0.820. (7) The reactants are Cl.CN(C)CCCN=C=NCC.[C:13]([O:17][C:18]([NH:20][CH:21]([CH2:25][NH:26][C:27]1[CH:32]=[CH:31][CH:30]=[CH:29][C:28]=1[NH2:33])[C:22](O)=[O:23])=[O:19])([CH3:16])([CH3:15])[CH3:14].C(OCC)(=O)C. The catalyst is CN(C)C=O. The product is [C:13]([O:17][C:18]([NH:20][C@@H:21]1[C:22](=[O:23])[NH:33][C:28]2[CH:29]=[CH:30][CH:31]=[CH:32][C:27]=2[NH:26][CH2:25]1)=[O:19])([CH3:16])([CH3:15])[CH3:14]. The yield is 0.710. (8) The reactants are [NH2:1][C:2]1[CH:7]=[CH:6][C:5]([C:8]2[CH:13]=[CH:12][C:11]([C:14]([C@@H:16]3[CH2:20][CH2:19][CH2:18][C@H:17]3[C:21]([O:23]C)=[O:22])=[O:15])=[CH:10][CH:9]=2)=[CH:4][CH:3]=1.[F:25][C:26]1[CH:27]=[CH:28][C:29]2[O:33][C:32](S(C)(=O)=O)=[N:31][C:30]=2[CH:38]=1.[OH-].[Na+].Cl. The catalyst is ClC(Cl)C.CO. The product is [F:25][C:26]1[CH:27]=[CH:28][C:29]2[O:33][C:32]([NH:1][C:2]3[CH:3]=[CH:4][C:5]([C:8]4[CH:13]=[CH:12][C:11]([C:14]([CH:16]5[CH2:20][CH2:19][CH2:18][CH:17]5[C:21]([OH:23])=[O:22])=[O:15])=[CH:10][CH:9]=4)=[CH:6][CH:7]=3)=[N:31][C:30]=2[CH:38]=1. The yield is 0.314.